Task: Predict the reactants needed to synthesize the given product.. Dataset: Full USPTO retrosynthesis dataset with 1.9M reactions from patents (1976-2016) (1) The reactants are: [C:1]1([S:7]([N:10]2[C:14]3=[N:15][CH:16]=[C:17]([C:19]#[C:20][CH2:21][O:22][CH3:23])[CH:18]=[C:13]3[CH:12]=[C:11]2[C:24](=[O:31])[CH2:25][CH:26]2[CH2:30][CH2:29][CH2:28][CH2:27]2)(=[O:9])=[O:8])[CH:6]=[CH:5][CH:4]=[CH:3][CH:2]=1.C[Si]([N-][Si](C)(C)C)(C)C.[Li+].[C:42]1([CH3:62])[CH:47]=[CH:46][C:45]([S:48](O[S:48]([C:45]2[CH:46]=[CH:47][C:42]([CH3:62])=[CH:43][CH:44]=2)(=[O:50])=[O:49])(=[O:50])=[O:49])=[CH:44][CH:43]=1. Given the product [C:1]1([S:7]([N:10]2[C:14]3=[N:15][CH:16]=[C:17]([C:19]#[C:20][CH2:21][O:22][CH3:23])[CH:18]=[C:13]3[CH:12]=[C:11]2[C:24]([O:31][S:48]([C:45]2[CH:46]=[CH:47][C:42]([CH3:62])=[CH:43][CH:44]=2)(=[O:50])=[O:49])=[CH:25][CH:26]2[CH2:27][CH2:28][CH2:29][CH2:30]2)(=[O:9])=[O:8])[CH:2]=[CH:3][CH:4]=[CH:5][CH:6]=1, predict the reactants needed to synthesize it. (2) Given the product [CH3:1][O:2][C:3](=[O:30])[C:4]1[CH:9]=[C:8]([O:10][C:11]2[CH:16]=[CH:15][C:14]([NH:17][S:50]([C:53]3[CH:58]=[CH:57][C:56]([CH3:59])=[CH:55][CH:54]=3)(=[O:52])=[O:51])=[C:13]([F:18])[CH:12]=2)[CH:7]=[CH:6][C:5]=1[NH:19][S:20]([C:23]1[CH:24]=[CH:25][C:26]([CH3:29])=[CH:27][CH:28]=1)(=[O:22])=[O:21].[CH3:31][O:32][C:33](=[O:60])[C:34]1[CH:39]=[C:38]([O:40][C:41]2[CH:46]=[C:45]([F:47])[CH:44]=[CH:43][C:42]=2[NH:48][S:61]([C:64]2[CH:70]=[CH:69][C:67]([CH3:68])=[CH:66][CH:65]=2)(=[O:63])=[O:62])[CH:37]=[CH:36][C:35]=1[NH:49][S:50]([C:53]1[CH:54]=[CH:55][C:56]([CH3:59])=[CH:57][CH:58]=1)(=[O:52])=[O:51], predict the reactants needed to synthesize it. The reactants are: [CH3:1][O:2][C:3](=[O:30])[C:4]1[CH:9]=[C:8]([O:10][C:11]2[CH:16]=[CH:15][C:14]([NH2:17])=[C:13]([F:18])[CH:12]=2)[CH:7]=[CH:6][C:5]=1[NH:19][S:20]([C:23]1[CH:28]=[CH:27][C:26]([CH3:29])=[CH:25][CH:24]=1)(=[O:22])=[O:21].[CH3:31][O:32][C:33](=[O:60])[C:34]1[CH:39]=[C:38]([O:40][C:41]2[CH:46]=[C:45]([F:47])[CH:44]=[CH:43][C:42]=2[NH2:48])[CH:37]=[CH:36][C:35]=1[NH:49][S:50]([C:53]1[CH:58]=[CH:57][C:56]([CH3:59])=[CH:55][CH:54]=1)(=[O:52])=[O:51].[S:61](Cl)([C:64]1[CH:70]=[CH:69][C:67]([CH3:68])=[CH:66][CH:65]=1)(=[O:63])=[O:62].N1C=CC=CC=1. (3) Given the product [F:1][C:2]1[CH:9]=[C:8]([CH:10]=[O:18])[C:7]([F:16])=[CH:6][C:3]=1[C:4]#[N:5], predict the reactants needed to synthesize it. The reactants are: [F:1][C:2]1[CH:9]=[C:8]([CH:10](S(C)=O)SC)[C:7]([F:16])=[CH:6][C:3]=1[C:4]#[N:5].S(=O)(=O)(O)[OH:18].O. (4) Given the product [CH3:8][S:9]([O:25][CH2:24][C:20]12[CH2:23][CH:21]1[O:22][C:18]1[CH:17]=[CH:16][C:15]([C:14]([F:27])([F:13])[F:28])=[CH:26][C:19]=12)(=[O:11])=[O:10], predict the reactants needed to synthesize it. The reactants are: C(N(CC)CC)C.[CH3:8][S:9](Cl)(=[O:11])=[O:10].[F:13][C:14]([F:28])([F:27])[C:15]1[CH:16]=[CH:17][C:18]2[O:22][CH:21]3[CH2:23][C:20]3([CH2:24][OH:25])[C:19]=2[CH:26]=1. (5) Given the product [F:1][C:2]1[CH:7]=[CH:6][CH:5]=[CH:4][C:3]=1[C:8]1[CH2:12][CH2:11][CH2:10][C:9]=1[CH2:13][OH:14], predict the reactants needed to synthesize it. The reactants are: [F:1][C:2]1[CH:7]=[CH:6][CH:5]=[CH:4][C:3]=1[C:8]1[CH2:12][CH2:11][CH2:10][C:9]=1[C:13](OCC)=[O:14].[H-].[Al+3].[Li+].[H-].[H-].[H-].[OH-].[Na+].S([O-])([O-])(=O)=O.[Mg+2]. (6) Given the product [O:32]=[S:29]1(=[O:33])[CH2:30][CH2:31][N:26]([C:3]([C:4]2[CH:5]=[N:6][C:7]([O:10][CH2:11][C:12]3[C:13]([C:18]4[CH:23]=[CH:22][CH:21]=[C:20]([F:24])[CH:19]=4)=[N:14][O:15][C:16]=3[CH3:17])=[CH:8][CH:9]=2)=[O:25])[CH2:27][CH2:28]1, predict the reactants needed to synthesize it. The reactants are: CO[C:3](=[O:25])[C:4]1[CH:9]=[CH:8][C:7]([O:10][CH2:11][C:12]2[C:13]([C:18]3[CH:23]=[CH:22][CH:21]=[C:20]([F:24])[CH:19]=3)=[N:14][O:15][C:16]=2[CH3:17])=[N:6][CH:5]=1.[NH:26]1[CH2:31][CH2:30][S:29](=[O:33])(=[O:32])[CH2:28][CH2:27]1. (7) Given the product [CH2:26]([C:23]1[CH:22]=[CH:21][C:20]([NH:19][C:17]([NH:16][C:13]2[CH:12]=[CH:11][C:10]([CH2:9][C:5]3[CH:4]=[C:3]([NH:2][CH3:1])[N:8]=[CH:7][N:6]=3)=[CH:15][CH:14]=2)=[O:18])=[CH:25][CH:24]=1)[CH3:27], predict the reactants needed to synthesize it. The reactants are: [CH3:1][NH:2][C:3]1[N:8]=[CH:7][N:6]=[C:5]([CH2:9][C:10]2[CH:15]=[CH:14][C:13]([NH:16][C:17]([NH:19][C:20]3[CH:25]=[CH:24][C:23]([CH3:26])=[CH:22][CH:21]=3)=[O:18])=[CH:12][CH:11]=2)[CH:4]=1.[CH2:27](C1C=CC(N=C=O)=CC=1)C.